This data is from Catalyst prediction with 721,799 reactions and 888 catalyst types from USPTO. The task is: Predict which catalyst facilitates the given reaction. (1) Reactant: Cl[C:2]1[CH:7]=[C:6]([Cl:8])[N:5]=[N:4][C:3]=1[C:9]([O:11][CH2:12][CH3:13])=[O:10].Cl.Cl.[CH3:16][N:17]1[C:21]2[CH:22]=[CH:23][CH:24]=[C:25]([NH2:26])[C:20]=2[N:19]=[CH:18]1.CCN(C(C)C)C(C)C. Product: [Cl:8][C:6]1[N:5]=[N:4][C:3]([C:9]([O:11][CH2:12][CH3:13])=[O:10])=[C:2]([NH:26][C:25]2[C:20]3[N:19]=[CH:18][N:17]([CH3:16])[C:21]=3[CH:22]=[CH:23][CH:24]=2)[CH:7]=1. The catalyst class is: 10. (2) Reactant: [Br:1][C:2]1[C:6]2[CH2:7][N:8]([C:11](OC(C)(C)C)=[O:12])[CH2:9][CH2:10][C:5]=2[N:4]([CH:18]([CH3:24])[C:19]([O:21][CH2:22][CH3:23])=[O:20])[N:3]=1.F[C:26](F)(F)C(O)=O.C(N(CC)CC)C.C(OC(=O)C)(=O)C. Product: [C:11]([N:8]1[CH2:9][CH2:10][C:5]2[N:4]([CH:18]([CH3:24])[C:19]([O:21][CH2:22][CH3:23])=[O:20])[N:3]=[C:2]([Br:1])[C:6]=2[CH2:7]1)(=[O:12])[CH3:26]. The catalyst class is: 2. (3) Reactant: [O:1]1[CH2:6][CH2:5][CH2:4][CH2:3][CH:2]1[N:7]1[CH:15]=[C:14]2[C:9]([CH:10]=[CH:11][CH:12]=[C:13]2[NH2:16])=[N:8]1.F[C:18]1[C:23]([C:24]2[N:29]=[C:28]([CH3:30])[N:27]=[C:26]3[N:31]([CH:34]4[CH2:39][CH2:38][CH2:37][CH2:36][O:35]4)[N:32]=[CH:33][C:25]=23)=[CH:22][CH:21]=[CH:20][N:19]=1.[Li+].C[Si]([N-][Si](C)(C)C)(C)C. Product: [CH3:30][C:28]1[N:27]=[C:26]2[N:31]([CH:34]3[CH2:39][CH2:38][CH2:37][CH2:36][O:35]3)[N:32]=[CH:33][C:25]2=[C:24]([C:23]2[C:18]([NH:16][C:13]3[C:14]4[C:9]([CH:10]=[CH:11][CH:12]=3)=[N:8][N:7]([CH:2]3[CH2:3][CH2:4][CH2:5][CH2:6][O:1]3)[CH:15]=4)=[N:19][CH:20]=[CH:21][CH:22]=2)[N:29]=1. The catalyst class is: 1. (4) Reactant: [C:1]([C:3]1[CH:17]=[CH:16][C:6]([C:7]([NH:9][C:10]2[CH:11]=[N:12][CH:13]=[CH:14][CH:15]=2)=[O:8])=[C:5]([CH3:18])[CH:4]=1)#[N:2].[CH]Cl. Product: [NH2:2][CH2:1][C:3]1[CH:17]=[CH:16][C:6]([C:7]([NH:9][C:10]2[CH:11]=[N:12][CH:13]=[CH:14][CH:15]=2)=[O:8])=[C:5]([CH3:18])[CH:4]=1. The catalyst class is: 50. (5) Reactant: [CH:1]([C@H:5]([C:14](=[O:94])[NH:15][C@@H:16]([CH2:90][CH:91]([CH3:93])[CH3:92])[C:17](=[O:89])[N:18]([CH3:88])[C@@H:19]([CH2:84][CH:85]([CH3:87])[CH3:86])[C:20](=[O:83])[NH:21][C@@H:22]([CH3:82])[C:23](=[O:81])[NH:24][C@H:25]([CH3:80])[C:26](=[O:79])[N:27]([CH3:78])[C@@H:28]([CH2:74][CH:75]([CH3:77])[CH3:76])[C:29](=[O:73])[NH:30][C@@H:31]([CH2:69][CH:70]([CH3:72])[CH3:71])[C:32](=[O:68])[N:33]([CH3:67])[C@@H:34]([CH:64]([CH3:66])[CH3:65])[C:35](=[O:63])[N:36]([CH3:62])[C@@H:37]([C@H:54]([OH:61])[C@H:55]([CH3:60])[CH2:56]/[CH:57]=[CH:58]/[CH3:59])[C:38](=[O:53])[NH:39][C@@H:40]([C@H:50]([OH:52])[CH3:51])[C:41](=[O:49])[N:42]([CH3:48])[CH2:43][C:44]([O:46]C)=[O:45])[NH:6]C(=O)OC(C)(C)C)([CH2:3][CH3:4])[CH3:2].C([O-])(O)=O.[Na+]. Product: [NH2:6][C@H:5]([CH:1]([CH3:2])[CH2:3][CH3:4])[C:14](=[O:94])[NH:15][C@@H:16]([CH2:90][CH:91]([CH3:93])[CH3:92])[C:17](=[O:89])[N:18]([CH3:88])[C@@H:19]([CH2:84][CH:85]([CH3:87])[CH3:86])[C:20](=[O:83])[NH:21][C@@H:22]([CH3:82])[C:23](=[O:81])[NH:24][C@H:25]([CH3:80])[C:26](=[O:79])[N:27]([CH3:78])[C@@H:28]([CH2:74][CH:75]([CH3:76])[CH3:77])[C:29](=[O:73])[NH:30][C@@H:31]([CH2:69][CH:70]([CH3:71])[CH3:72])[C:32](=[O:68])[N:33]([CH3:67])[C@@H:34]([CH:64]([CH3:66])[CH3:65])[C:35](=[O:63])[N:36]([CH3:62])[C@@H:37]([C@H:54]([OH:61])[C@H:55]([CH3:60])[CH2:56]/[CH:57]=[CH:58]/[CH3:59])[C:38](=[O:53])[NH:39][C@@H:40]([C@H:50]([OH:52])[CH3:51])[C:41](=[O:49])[N:42]([CH3:48])[CH2:43][C:44]([OH:46])=[O:45]. The catalyst class is: 137. (6) Reactant: [Br:1][CH:2]=[CH:3]Br.C([CH:7]1[CH2:12][CH2:11][CH2:10][CH2:9][CH2:8]1)=C. Product: [Br:1]/[CH:2]=[CH:3]\[CH:7]1[CH2:12][CH2:11][CH2:10][CH2:9][CH2:8]1. The catalyst class is: 48. (7) Reactant: [Cl:1][C:2]1[CH:7]=[CH:6][C:5]([C:8](=[O:19])[C:9]#[C:10][C:11]([CH3:18])([O:13][Si](C)(C)C)[CH3:12])=[CH:4][CH:3]=1.CC1C=CC(S(O)(=O)=O)=CC=1. Product: [Cl:1][C:2]1[CH:3]=[CH:4][C:5]([C:8](=[O:19])[C:9]#[C:10][C:11]([OH:13])([CH3:12])[CH3:18])=[CH:6][CH:7]=1. The catalyst class is: 34. (8) Reactant: C[O:2][C:3](=[O:22])[C:4]([N:6]1[C:11]2[CH:12]=[CH:13][CH:14]=[C:15]([CH:16]([CH3:18])[CH3:17])[C:10]=2[O:9][CH:8]([CH:19]([CH3:21])[CH3:20])[CH2:7]1)=[O:5].[OH-].[Na+]. Product: [CH:19]([CH:8]1[CH2:7][N:6]([C:4](=[O:5])[C:3]([OH:22])=[O:2])[C:11]2[CH:12]=[CH:13][CH:14]=[C:15]([CH:16]([CH3:18])[CH3:17])[C:10]=2[O:9]1)([CH3:21])[CH3:20]. The catalyst class is: 5.